From a dataset of Reaction yield outcomes from USPTO patents with 853,638 reactions. Predict the reaction yield, written as a fraction of the theoretical maximum amount of product (1.0 means a 100% yield; for example, 0.34 means a 34% yield). (1) The reactants are [CH3:1][O:2][C:3]1[CH:4]=[C:5]2[C:10](=[CH:11][C:12]=1[O:13][CH3:14])[N:9]=[CH:8][CH:7]=[C:6]2[O:15][C:16]1[CH:23]=[CH:22][C:21]([CH3:24])=[CH:20][C:17]=1[CH:18]=[O:19].[CH:25]([Mg]Br)([CH3:27])[CH3:26].[Cl-].[NH4+]. The catalyst is O1CCCC1. The product is [CH3:1][O:2][C:3]1[CH:4]=[C:5]2[C:10](=[CH:11][C:12]=1[O:13][CH3:14])[N:9]=[CH:8][CH:7]=[C:6]2[O:15][C:16]1[CH:23]=[CH:22][C:21]([CH3:24])=[CH:20][C:17]=1[CH:18]([OH:19])[CH:25]([CH3:27])[CH3:26]. The yield is 0.100. (2) The reactants are [CH:1]1([S:4]([NH:7][C:8](=[O:14])[O:9][C:10]([CH3:13])([CH3:12])[CH3:11])(=[O:6])=[O:5])[CH2:3][CH2:2]1.C([Li])CCC.[CH2:20]=[O:21]. The catalyst is C1COCC1. The product is [OH:21][CH2:20][C:1]1([S:4]([NH:7][C:8](=[O:14])[O:9][C:10]([CH3:11])([CH3:13])[CH3:12])(=[O:6])=[O:5])[CH2:2][CH2:3]1. The yield is 0.790. (3) The reactants are Cl[C:2]1[CH:16]=[CH:15][C:5]2[C:6](=[O:14])[NH:7][C:8]3[C:13]([C:4]=2[CH:3]=1)=[CH:12][CH:11]=[CH:10][N:9]=3.C[C:18]1[CH:19]=[C:20]([CH:23]=[CH:24][CH:25]=1)[CH2:21][NH2:22].[CH:26]1(P(C2CCCCC2)C2C=CC=CC=2C2C(C(C)C)=CC(C(C)C)=CC=2C(C)C)CCCCC1.CC(C)([O-])C.[Na+]. The catalyst is O1CCOCC1.C([O-])(=O)C.[Pd+2].C([O-])(=O)C. The product is [CH3:26][C:19]1[CH:18]=[CH:25][CH:24]=[CH:23][C:20]=1[CH2:21][NH:22][C:2]1[CH:16]=[CH:15][C:5]2[C:6](=[O:14])[NH:7][C:8]3[C:13]([C:4]=2[CH:3]=1)=[CH:12][CH:11]=[CH:10][N:9]=3. The yield is 0.240. (4) The reactants are [F:1][C:2]([F:7])([F:6])[C:3]([CH3:5])=O.[Cl:8][C:9]1[C:10](=[N:15][NH2:16])[NH:11][CH:12]=[CH:13][CH:14]=1. No catalyst specified. The product is [F:1][C:2]([F:7])([F:6])[C:3](=[N:16][N:15]=[C:10]1[C:9]([Cl:8])=[CH:14][CH:13]=[CH:12][NH:11]1)[CH3:5]. The yield is 0.660. (5) The reactants are [CH3:1][O:2][C:3]1[C:8]([NH:9][C:10](=[O:16])[O:11][C:12]([CH3:15])([CH3:14])[CH3:13])=[CH:7][CH:6]=[C:5]([O:17][CH3:18])[N:4]=1.CN(CCN(C)C)C.C([Li])CCC.Cl[C:33]([O:35][CH3:36])=[O:34]. The catalyst is CCOCC. The product is [C:33]([C:7]1[CH:6]=[C:5]([O:17][CH3:18])[N:4]=[C:3]([O:2][CH3:1])[C:8]=1[NH:9][C:10](=[O:16])[O:11][C:12]([CH3:14])([CH3:15])[CH3:13])([O:35][CH3:36])=[O:34]. The yield is 0.340. (6) The yield is 0.910. The reactants are [F:1][C:2]([F:33])([F:32])[C:3]([C:12]1[CH:28]=[CH:27][C:15]([O:16][C:17]2[CH:18]=[C:19]([C:23]([I:26])=[CH:24][N:25]=2)[C:20](O)=[O:21])=[C:14]([CH2:29][CH2:30][CH3:31])[CH:13]=1)([O:8][CH2:9][O:10][CH3:11])[C:4]([F:7])([F:6])[F:5].B.O1CCCC1.[OH-].[Na+].Cl. The product is [F:33][C:2]([F:1])([F:32])[C:3]([C:12]1[CH:28]=[CH:27][C:15]([O:16][C:17]2[CH:18]=[C:19]([CH2:20][OH:21])[C:23]([I:26])=[CH:24][N:25]=2)=[C:14]([CH2:29][CH2:30][CH3:31])[CH:13]=1)([O:8][CH2:9][O:10][CH3:11])[C:4]([F:7])([F:6])[F:5]. The catalyst is O1CCCC1.O.